From a dataset of Catalyst prediction with 721,799 reactions and 888 catalyst types from USPTO. Predict which catalyst facilitates the given reaction. (1) Reactant: [BrH:1].S[C:3]1[NH:4][C:5]2[CH:11]=[CH:10][CH:9]=[CH:8][C:6]=2[N:7]=1.BrBr. Product: [Br:1][C:3]1[NH:4][C:5]2[CH:11]=[CH:10][CH:9]=[CH:8][C:6]=2[N:7]=1. The catalyst class is: 5. (2) Reactant: [Cl:1][C:2]1[CH:7]=[CH:6][C:5]([NH:8][C:9](=[O:17])[CH:10]([CH3:16])[C:11]([O:13]CC)=[O:12])=[CH:4][C:3]=1[F:18]. Product: [Cl:1][C:2]1[CH:7]=[CH:6][C:5]([NH:8][C:9](=[O:17])[CH:10]([CH3:16])[C:11]([OH:13])=[O:12])=[CH:4][C:3]=1[F:18]. The catalyst class is: 1. (3) Product: [Br:1][C:2]1[CH:15]=[CH:14][C:13]2[C:4](=[CH:5][C:6]3[C:11]([CH:12]=2)=[CH:10][CH:9]=[CH:8][CH:7]=3)[CH:3]=1. Reactant: [Br:1][C:2]1[CH:15]=[CH:14][C:13]2[C:12](=O)[C:11]3[C:6](=[CH:7][CH:8]=[CH:9][CH:10]=3)[C:5](=O)[C:4]=2[CH:3]=1.C(O)(C)C.O1CCCC1.[BH4-].[Na+]. The catalyst class is: 6. (4) Reactant: N1(C2SC(C(N)=O)=C(OCC3C=CC=CC=3C(F)(F)F)N=2)C2C=CC=CC=2N=C1.Cl[C:31]1[S:32][C:33]([C:48]([NH2:50])=[O:49])=[C:34]([O:36][CH2:37][C:38]2[CH:43]=[CH:42][CH:41]=[CH:40][C:39]=2[C:44]([F:47])([F:46])[F:45])[N:35]=1.[CH3:51][O:52][C:53]1[C:61]([O:62][CH3:63])=[CH:60][C:56]2[N:57]=[CH:58][NH:59][C:55]=2[CH:54]=1.C([O-])([O-])=O.[K+].[K+]. Product: [CH3:63][O:62][C:61]1[C:53]([O:52][CH3:51])=[CH:54][C:55]2[N:59]([C:31]3[S:32][C:33]([C:48]([NH2:50])=[O:49])=[C:34]([O:36][CH2:37][C:38]4[CH:43]=[CH:42][CH:41]=[CH:40][C:39]=4[C:44]([F:47])([F:46])[F:45])[N:35]=3)[CH:58]=[N:57][C:56]=2[CH:60]=1. The catalyst class is: 3. (5) Reactant: [Cl-].[Al+3].[Cl-].[Cl-].[Cl:5][CH2:6][C:7](Cl)=[O:8].[C:10]1([CH2:16][CH2:17][NH:18][C:19](=[O:21])[CH3:20])[CH:15]=[CH:14][CH:13]=[CH:12][CH:11]=1. Product: [Cl:5][CH2:6][C:7]([C:13]1[CH:14]=[CH:15][C:10]([CH2:16][CH2:17][NH:18][C:19](=[O:21])[CH3:20])=[CH:11][CH:12]=1)=[O:8]. The catalyst class is: 26.